This data is from Forward reaction prediction with 1.9M reactions from USPTO patents (1976-2016). The task is: Predict the product of the given reaction. (1) Given the reactants [C:1]([NH:9][C:10]1[S:11][CH2:12][C@@H:13]2[CH2:19][C@H:18]([C:20](Cl)=[O:21])[O:17][CH2:16][C@:14]2([C:23]2[CH:28]=[CH:27][C:26]([F:29])=[CH:25][C:24]=2[F:30])[N:15]=1)(=[O:8])[C:2]1[CH:7]=[CH:6][CH:5]=[CH:4][CH:3]=1.[N+](=[CH:33][Si](C)(C)C)=[N-].[BrH:38], predict the reaction product. The product is: [Br:38][CH2:33][C:20]([C@@H:18]1[O:17][CH2:16][C@:14]2([C:23]3[CH:28]=[CH:27][C:26]([F:29])=[CH:25][C:24]=3[F:30])[N:15]=[C:10]([NH:9][C:1](=[O:8])[C:2]3[CH:7]=[CH:6][CH:5]=[CH:4][CH:3]=3)[S:11][CH2:12][C@@H:13]2[CH2:19]1)=[O:21]. (2) Given the reactants [C:1]([C:3]1[CH:4]=[C:5]([N:9]=[C:10]=[S:11])[CH:6]=[CH:7][CH:8]=1)#[N:2].[C:12]([O:16]C)(=O)[CH2:13][SH:14].C(N(CC)CC)C, predict the reaction product. The product is: [C:1]([C:3]1[CH:4]=[C:5]([N:9]2[C:12](=[O:16])[CH2:13][S:14][C:10]2=[S:11])[CH:6]=[CH:7][CH:8]=1)#[N:2]. (3) Given the reactants Br[C:2]1[C:3]([CH3:9])=[CH:4][C:5]([Cl:8])=[N:6][CH:7]=1.[O:10]1[CH2:15][CH2:14][CH:13]([N:16]2[CH:20]=[C:19](B3OC(C)(C)C(C)(C)O3)[CH:18]=[N:17]2)[CH2:12][CH2:11]1.ClCCl.C(=O)([O-])[O-].[Cs+].[Cs+], predict the reaction product. The product is: [Cl:8][C:5]1[CH:4]=[C:3]([CH3:9])[C:2]([C:19]2[CH:18]=[N:17][N:16]([CH:13]3[CH2:14][CH2:15][O:10][CH2:11][CH2:12]3)[CH:20]=2)=[CH:7][N:6]=1. (4) Given the reactants CCN(C(C)C)C(C)C.[OH:10][C:11]1[CH:12]=[CH:13][CH:14]=[C:15]2[C:20]=1[O:19][C:18](=[O:21])[C:17]([C:22]([OH:24])=O)=[CH:16]2.CN(C(ON1N=NC2C=CC=NC1=2)=[N+](C)C)C.F[P-](F)(F)(F)(F)F.[C:49]([C:51]1[CH:52]=[C:53]([C:57]2[CH:62]=[CH:61][CH:60]=[C:59]([NH2:63])[CH:58]=2)[CH:54]=[CH:55][CH:56]=1)#[N:50], predict the reaction product. The product is: [C:49]([C:51]1[CH:52]=[C:53]([C:57]2[CH:62]=[CH:61][CH:60]=[C:59]([NH:63][C:22]([C:17]3[C:18](=[O:21])[O:19][C:20]4[C:15]([CH:16]=3)=[CH:14][CH:13]=[CH:12][C:11]=4[OH:10])=[O:24])[CH:58]=2)[CH:54]=[CH:55][CH:56]=1)#[N:50]. (5) Given the reactants [Cl:1][C:2]1[N:7]=[C:6]([NH:8][C:9]2[CH:14]=[CH:13][C:12]([N:15]3[CH2:20][CH2:19][N:18]([CH:21]4[CH2:24][O:23][CH2:22]4)[CH2:17][CH2:16]3)=[CH:11][CH:10]=2)[N:5]=[C:4]([C:25]2[CH:26]=[C:27]([CH:42]=[C:43]([C:45]#[N:46])[CH:44]=2)[O:28][CH:29]2[CH2:34][CH2:33][N:32](C(OC(C)(C)C)=O)[CH2:31][CH2:30]2)[N:3]=1, predict the reaction product. The product is: [Cl:1][C:2]1[N:7]=[C:6]([NH:8][C:9]2[CH:14]=[CH:13][C:12]([N:15]3[CH2:16][CH2:17][N:18]([CH:21]4[CH2:24][O:23][CH2:22]4)[CH2:19][CH2:20]3)=[CH:11][CH:10]=2)[N:5]=[C:4]([C:25]2[CH:44]=[C:43]([CH:42]=[C:27]([O:28][CH:29]3[CH2:30][CH2:31][NH:32][CH2:33][CH2:34]3)[CH:26]=2)[C:45]#[N:46])[N:3]=1. (6) Given the reactants [CH3:1][O:2][C:3]([CH:5]1[C:13]2[C:8](=[CH:9][CH:10]=[CH:11][CH:12]=2)[CH2:7][CH2:6]1)=[O:4].[CH:14]([N-]C(C)C)(C)C.[Li+].C(NC(C)C)(C)C.Br[CH2:30][CH2:31][CH2:32][CH2:33][C:34]([O:36][CH3:37])=[O:35], predict the reaction product. The product is: [CH3:1][O:2][C:3]([C:5]1([CH2:30][CH2:31][CH2:32][CH2:33][C:34]([O:36][CH2:37][CH3:14])=[O:35])[C:13]2[C:8](=[CH:9][CH:10]=[CH:11][CH:12]=2)[CH2:7][CH2:6]1)=[O:4]. (7) Given the reactants [CH3:1][N:2]1[CH:6]=[CH:5][CH:4]=[C:3]1[Sn](CCCC)(CCCC)CCCC.[ClH:20].[CH2:21]([N:28]1[C:36]2[C:31](=[CH:32][C:33]([NH:37][C:38]3[C:47]4[C:42](=[CH:43][CH:44]=[C:45](I)[CH:46]=4)[N:41]=[CH:40][N:39]=3)=[CH:34][CH:35]=2)[CH:30]=[N:29]1)[C:22]1[CH:27]=[CH:26][CH:25]=[CH:24][CH:23]=1.C(N(CC)CC)C.Cl, predict the reaction product. The product is: [ClH:20].[CH2:21]([N:28]1[C:36]2[C:31](=[CH:32][C:33]([NH:37][C:38]3[C:47]4[C:42](=[CH:43][CH:44]=[C:45]([C:3]5[N:2]([CH3:1])[CH:6]=[CH:5][CH:4]=5)[CH:46]=4)[N:41]=[CH:40][N:39]=3)=[CH:34][CH:35]=2)[CH:30]=[N:29]1)[C:22]1[CH:27]=[CH:26][CH:25]=[CH:24][CH:23]=1. (8) The product is: [C:21]([C:2]1[CH:3]=[CH:4][C:5]2[O:10][C:9]([CH3:11])([CH3:12])[CH2:28][O:29][C:6]=2[CH:13]=1)(=[O:23])[CH3:22]. Given the reactants Br[C:2]1[CH:3]=[CH:4][C:5]2[O:10][C:9]([CH3:12])([CH3:11])OC[C:6]=2[CH:13]=1.C([Li])CCC.CN(OC)[C:21](=[O:23])[CH3:22].C1C[O:29][CH2:28]C1, predict the reaction product.